Task: Predict the reactants needed to synthesize the given product.. Dataset: Full USPTO retrosynthesis dataset with 1.9M reactions from patents (1976-2016) (1) Given the product [CH2:22]([NH:29][C:16]([C:13]([CH3:14])([O:12][C:8]1[CH:7]=[C:6]([CH2:5][C@H:4]([O:19][CH3:20])[C:3]([OH:2])=[O:21])[CH:11]=[CH:10][CH:9]=1)[CH3:15])=[O:18])[CH2:23][CH2:24][CH2:25][CH2:26][CH2:27][CH3:28], predict the reactants needed to synthesize it. The reactants are: C[O:2][C:3](=[O:21])[C@@H:4]([O:19][CH3:20])[CH2:5][C:6]1[CH:11]=[CH:10][CH:9]=[C:8]([O:12][C:13]([C:16]([OH:18])=O)([CH3:15])[CH3:14])[CH:7]=1.[CH2:22]([NH2:29])[CH2:23][CH2:24][CH2:25][CH2:26][CH2:27][CH3:28].C(O[C@@H](CC1C=CC(O[C@@H](C(=O)NCCC2C=CC(OC3C=CC=CC=3)=CC=2)C)=CC=1)C(O)=O)C. (2) Given the product [CH:13]1([CH2:12][P:10]([CH2:19][C@H:20]([OH:23])[CH2:21][NH:22][C:36]([C@@H:35]2[CH2:39][CH2:40][CH2:41][NH:34]2)=[O:37])(=[O:11])[OH:9])[CH2:14][CH2:15][CH2:16][CH2:17][CH2:18]1, predict the reactants needed to synthesize it. The reactants are: Cl.C([O:9][P:10]([CH2:19][C@H:20]([OH:23])[CH2:21][NH2:22])([CH2:12][CH:13]1[CH2:18][CH2:17][CH2:16][CH2:15][CH2:14]1)=[O:11])C1C=CC=CC=1.C([N:34]1[CH2:41][CH2:40][CH2:39][C@H:35]1[C:36](O)=[O:37])(OCC1C=CC=CC=1)=O.